Dataset: Reaction yield outcomes from USPTO patents with 853,638 reactions. Task: Predict the reaction yield, written as a fraction of the theoretical maximum amount of product (1.0 means a 100% yield; for example, 0.34 means a 34% yield). (1) The catalyst is CN(C)C=O.[Cu]Br. The reactants are Cl[C:2]1[CH:3]=[N:4][CH:5]=[CH:6][C:7]=1[C:8]([NH:10][C:11]1[CH:16]=[CH:15][C:14]([Cl:17])=[CH:13][CH:12]=1)=[O:9].[N:18]1[CH:23]=[CH:22][C:21]([N:24]2[CH2:29][CH2:28][CH:27]([CH2:30][NH2:31])[CH2:26][CH2:25]2)=[CH:20][CH:19]=1.S. The product is [Cl:17][C:14]1[CH:15]=[CH:16][C:11]([NH:10][C:8]([C:7]2[CH:6]=[CH:5][N:4]=[CH:3][C:2]=2[NH:31][CH2:30][CH:27]2[CH2:26][CH2:25][N:24]([C:21]3[CH:22]=[CH:23][N:18]=[CH:19][CH:20]=3)[CH2:29][CH2:28]2)=[O:9])=[CH:12][CH:13]=1. The yield is 0.130. (2) The reactants are [CH3:1][C:2]1[CH:3]=[C:4]2[N:10]([CH2:11][C:12]3[C:17]([CH3:18])=[C:16]([O:19][CH2:20][C:21]([F:24])([F:23])[F:22])[CH:15]=[CH:14][N:13]=3)[CH:9]=[C:8]([C:25]([OH:27])=O)[C:5]2=[N:6][CH:7]=1.C(N(CC)CC)C.CCCP1(OP(CCC)(=O)OP(CCC)(=O)O1)=O.Cl.[F:54][CH2:55][CH2:56][NH2:57]. The catalyst is ClCCl. The product is [F:54][CH2:55][CH2:56][NH:57][C:25]([C:8]1[C:5]2=[N:6][CH:7]=[C:2]([CH3:1])[CH:3]=[C:4]2[N:10]([CH2:11][C:12]2[C:17]([CH3:18])=[C:16]([O:19][CH2:20][C:21]([F:22])([F:24])[F:23])[CH:15]=[CH:14][N:13]=2)[CH:9]=1)=[O:27]. The yield is -0.443. (3) The reactants are [CH3:1][O:2][C:3](=[O:23])[C:4]([C:6]1[C:14]2[C:9](=[CH:10][C:11]([O:15][CH2:16][C:17]3[CH:22]=[CH:21][CH:20]=[CH:19][CH:18]=3)=[CH:12][CH:13]=2)[NH:8][CH:7]=1)=[O:5].[H-].[Na+].[CH3:26]I. The catalyst is CN(C)C=O. The product is [CH3:1][O:2][C:3](=[O:23])[C:4]([C:6]1[C:14]2[C:9](=[CH:10][C:11]([O:15][CH2:16][C:17]3[CH:22]=[CH:21][CH:20]=[CH:19][CH:18]=3)=[CH:12][CH:13]=2)[N:8]([CH3:26])[CH:7]=1)=[O:5]. The yield is 0.240. (4) The reactants are [CH3:1][O:2][C:3](=[O:36])[C:4]1[CH:9]=[CH:8][C:7]([C:10]([C:17]2[N:25](S(C3C=CC=CC=3)(=O)=O)[C:20]3=[N:21][CH:22]=[CH:23][CH:24]=[C:19]3[CH:18]=2)=[CH:11][CH:12]2[CH2:16][CH2:15][CH2:14][CH2:13]2)=[C:6]([F:35])[CH:5]=1.[F-].C([N+](CCCC)(CCCC)CCCC)CCC. The catalyst is O1CCCC1. The product is [CH3:1][O:2][C:3](=[O:36])[C:4]1[CH:9]=[CH:8][C:7]([C:10]([C:17]2[NH:25][C:20]3=[N:21][CH:22]=[CH:23][CH:24]=[C:19]3[CH:18]=2)=[CH:11][CH:12]2[CH2:16][CH2:15][CH2:14][CH2:13]2)=[C:6]([F:35])[CH:5]=1. The yield is 0.850. (5) The reactants are O[C:2]1[C:7]([C:8](=[O:10])[CH3:9])=[C:6](OC)[C:5](OC)=[C:4](OC)[CH:3]=1.CO[C:19]1[CH:26]=[CH:25][C:22]([CH:23]=O)=[CH:21][CH:20]=1.CC([O-])(C)C.[K+]. The catalyst is C(O)C. The product is [C:22]1([CH:23]=[CH:9][C:8]([C:7]2[CH:6]=[CH:5][CH:4]=[CH:3][CH:2]=2)=[O:10])[CH:25]=[CH:26][CH:19]=[CH:20][CH:21]=1. The yield is 0.870. (6) The reactants are [Li+].CC([N-]C(C)C)C.[C:9]([CH:12]1[CH2:17][CH2:16][N:15]([C:18]([O:20][C:21]([CH3:24])([CH3:23])[CH3:22])=[O:19])[CH2:14][CH:13]1[CH3:25])(=[O:11])[CH3:10].Cl[Si](C)(C)C.C(=O)(O)[O-].[Na+].C1C(=O)N([Br:43])C(=O)C1. The catalyst is C1COCC1. The product is [Br:43][CH2:10][C:9]([CH:12]1[CH2:17][CH2:16][N:15]([C:18]([O:20][C:21]([CH3:24])([CH3:23])[CH3:22])=[O:19])[CH2:14][CH:13]1[CH3:25])=[O:11]. The yield is 1.10.